From a dataset of Forward reaction prediction with 1.9M reactions from USPTO patents (1976-2016). Predict the product of the given reaction. (1) Given the reactants Br[C:2]1[C:10]2[C:9]([NH:11][C@H:12]([C:14]3[N:19]([C:20]4[CH:25]=[CH:24][CH:23]=[CH:22][CH:21]=4)[C:18](=[O:26])[C:17]4=[C:27]([CH3:30])[CH:28]=[CH:29][N:16]4[N:15]=3)[CH3:13])=[N:8][CH:7]=[N:6][C:5]=2[N:4]([CH2:31][O:32][CH2:33][CH2:34][Si:35]([CH3:38])([CH3:37])[CH3:36])[CH:3]=1.[F:39][C:40]1[CH:41]=[C:42](B(O)O)[CH:43]=[C:44]([OH:46])[CH:45]=1.C(=O)([O-])[O-].[Na+].[Na+].[Cl-].[NH4+], predict the reaction product. The product is: [F:39][C:40]1[CH:41]=[C:42]([C:2]2[C:10]3[C:9]([NH:11][C@H:12]([C:14]4[N:19]([C:20]5[CH:25]=[CH:24][CH:23]=[CH:22][CH:21]=5)[C:18](=[O:26])[C:17]5=[C:27]([CH3:30])[CH:28]=[CH:29][N:16]5[N:15]=4)[CH3:13])=[N:8][CH:7]=[N:6][C:5]=3[N:4]([CH2:31][O:32][CH2:33][CH2:34][Si:35]([CH3:38])([CH3:37])[CH3:36])[CH:3]=2)[CH:43]=[C:44]([OH:46])[CH:45]=1. (2) Given the reactants P(Cl)(Cl)([Cl:3])=O.[CH2:6]([C:8]1[C:16]2[C:11](=[N+:12]([O-])[CH:13]=[CH:14][CH:15]=2)[NH:10][N:9]=1)[CH3:7], predict the reaction product. The product is: [Cl:3][C:15]1[CH:14]=[CH:13][N:12]=[C:11]2[NH:10][N:9]=[C:8]([CH2:6][CH3:7])[C:16]=12. (3) Given the reactants [Cl:1][C:2]1[CH:7]=[CH:6][CH:5]=[CH:4][C:3]=1[C@H:8]([O:10][C:11](=[O:27])[NH:12][C:13]1[C:14]([CH3:26])=[N:15][O:16][C:17]=1[C:18]1[CH:23]=[CH:22][C:21](Br)=[C:20]([Cl:25])[CH:19]=1)[CH3:9].[CH2:28]([O:30][C:31](=[O:48])[CH2:32][C:33]1[CH:38]=[CH:37][C:36](B2OC(C)(C)C(C)(C)O2)=[CH:35][CH:34]=1)[CH3:29], predict the reaction product. The product is: [CH2:28]([O:30][C:31](=[O:48])[CH2:32][C:33]1[CH:38]=[CH:37][C:36]([C:21]2[CH:22]=[CH:23][C:18]([C:17]3[O:16][N:15]=[C:14]([CH3:26])[C:13]=3[NH:12][C:11]([O:10][C@@H:8]([C:3]3[CH:4]=[CH:5][CH:6]=[CH:7][C:2]=3[Cl:1])[CH3:9])=[O:27])=[CH:19][C:20]=2[Cl:25])=[CH:35][CH:34]=1)[CH3:29]. (4) Given the reactants [CH3:1][N:2]([C:4]1[CH:9]=[CH:8][C:7](Br)=[CH:6][N:5]=1)[CH3:3].[NH2:11][C:12]1[CH:17]=[CH:16][CH:15]=[CH:14][CH:13]=1, predict the reaction product. The product is: [CH3:1][N:2]([CH3:3])[C:4]1[CH:9]=[CH:8][C:7]([NH:11][C:12]2[CH:17]=[CH:16][CH:15]=[CH:14][CH:13]=2)=[CH:6][N:5]=1. (5) Given the reactants [CH3:1][N:2](C)[C:3]([C:5]1[S:13][C:12]2[C:7](=[N:8][CH:9]=[CH:10][C:11]=2[O:14][C:15]2[CH:20]=[CH:19][C:18]([NH:21][C:22]([NH:24][C:25](=[O:33])[CH2:26][C:27]3[CH:32]=[CH:31][CH:30]=[CH:29][CH:28]=3)=[S:23])=[CH:17][C:16]=2[F:34])[CH:6]=1)=[O:4].NC[CH2:38][N:39]([CH3:47])[C:40](=[O:46])[O:41][C:42]([CH3:45])([CH3:44])[CH3:43], predict the reaction product. The product is: [F:34][C:16]1[CH:17]=[C:18]([NH:21][C:22]([NH:24][C:25](=[O:33])[CH2:26][C:27]2[CH:28]=[CH:29][CH:30]=[CH:31][CH:32]=2)=[S:23])[CH:19]=[CH:20][C:15]=1[O:14][C:11]1[CH:10]=[CH:9][N:8]=[C:7]2[CH:6]=[C:5]([C:3]([NH:2][CH2:1][CH2:38][N:39]([CH3:47])[C:40](=[O:46])[O:41][C:42]([CH3:45])([CH3:44])[CH3:43])=[O:4])[S:13][C:12]=12.